From a dataset of Reaction yield outcomes from USPTO patents with 853,638 reactions. Predict the reaction yield, written as a fraction of the theoretical maximum amount of product (1.0 means a 100% yield; for example, 0.34 means a 34% yield). (1) The reactants are [CH3:1][C:2]1[N:29]=[C:5]2[NH:6][C:7](=[O:28])[C:8]([CH2:13][C:14]3[CH:19]=[CH:18][C:17]([C:20]4[C:21]([C:26]#[N:27])=[CH:22][CH:23]=[CH:24][CH:25]=4)=[CH:16][CH:15]=3)=[C:9]([CH2:10][CH2:11][CH3:12])[N:4]2[N:3]=1.I[CH:31]([CH2:33][CH3:34])[CH3:32].C(=O)([O-])[O-].[K+].[K+].CN(C)C(=O)C. The catalyst is C(OCC)(=O)C. The product is [CH3:1][C:2]1[N:29]=[C:5]2[N:6]([CH:31]([CH3:32])[CH2:33][CH3:34])[C:7](=[O:28])[C:8]([CH2:13][C:14]3[CH:19]=[CH:18][C:17]([C:20]4[C:21]([C:26]#[N:27])=[CH:22][CH:23]=[CH:24][CH:25]=4)=[CH:16][CH:15]=3)=[C:9]([CH2:10][CH2:11][CH3:12])[N:4]2[N:3]=1. The yield is 0.220. (2) The reactants are Cl.[N:2]1[CH:7]=[CH:6][CH:5]=[CH:4][C:3]=1[C:8](Cl)=[O:9].CCN(CC)CC.[NH2:18][C:19]1[CH:24]=[CH:23][C:22]([N:25]2[CH2:30][CH2:29][N:28]([C:31]([O:33][C:34]([CH3:37])([CH3:36])[CH3:35])=[O:32])[CH2:27][CH2:26]2)=[C:21]([Cl:38])[CH:20]=1. The catalyst is C(Cl)Cl. The product is [Cl:38][C:21]1[CH:20]=[C:19]([NH:18][C:8](=[O:9])[C:3]2[CH:4]=[CH:5][CH:6]=[CH:7][N:2]=2)[CH:24]=[CH:23][C:22]=1[N:25]1[CH2:30][CH2:29][N:28]([C:31]([O:33][C:34]([CH3:37])([CH3:36])[CH3:35])=[O:32])[CH2:27][CH2:26]1. The yield is 1.00. (3) The reactants are [CH3:1][C:2]1([CH3:11])[C:10]2[C:5](=[CH:6][CH:7]=[CH:8][CH:9]=2)[NH:4][CH2:3]1.[CH3:12][N:13]1[CH2:18][CH2:17][C:16](=O)[CH2:15][CH2:14]1.[BH-](OC(C)=O)(OC(C)=O)OC(C)=O.[Na+].[OH-].[Na+]. The catalyst is C(O)(=O)C.O. The product is [CH3:1][C:2]1([CH3:11])[C:10]2[C:5](=[CH:6][CH:7]=[CH:8][CH:9]=2)[N:4]([CH:16]2[CH2:17][CH2:18][N:13]([CH3:12])[CH2:14][CH2:15]2)[CH2:3]1. The yield is 0.940. (4) The reactants are [CH3:1][C:2]1[CH:11]=[C:10]([N:12]2[CH2:16][CH2:15][CH2:14][CH2:13]2)[C:9]2[C:4](=[CH:5][C:6]([C:17]#[N:18])=[CH:7][CH:8]=2)[N:3]=1.[OH:19]O.[OH-].[Na+]. The catalyst is ClCCl.S([O-])(O)(=O)=O.C([N+](CCCC)(CCCC)CCCC)CCC. The product is [CH3:1][C:2]1[CH:11]=[C:10]([N:12]2[CH2:16][CH2:15][CH2:14][CH2:13]2)[C:9]2[C:4](=[CH:5][C:6]([C:17]([NH2:18])=[O:19])=[CH:7][CH:8]=2)[N:3]=1. The yield is 0.600. (5) The reactants are [CH3:1][O:2][C:3]([C:5]1[S:6][C:7]([C:19]2[CH:24]=[CH:23][CH:22]=[CH:21][CH:20]=2)=[CH:8][C:9]=1[NH:10][CH2:11][CH:12]1[CH2:17][CH2:16][CH2:15][N:14]([CH3:18])[CH2:13]1)=[O:4].[CH3:25][C@H:26]1[CH2:31][CH2:30][C@H:29]([C:32](Cl)=[O:33])[CH2:28][CH2:27]1. The catalyst is ClCCCl.CCOC(C)=O. The product is [CH3:1][O:2][C:3]([C:5]1[S:6][C:7]([C:19]2[CH:20]=[CH:21][CH:22]=[CH:23][CH:24]=2)=[CH:8][C:9]=1[N:10]([C:32]([CH:29]1[CH2:30][CH2:31][CH:26]([CH3:25])[CH2:27][CH2:28]1)=[O:33])[CH2:11][CH:12]1[CH2:17][CH2:16][CH2:15][N:14]([CH3:18])[CH2:13]1)=[O:4]. The yield is 0.950.